From a dataset of Retrosynthesis with 50K atom-mapped reactions and 10 reaction types from USPTO. Predict the reactants needed to synthesize the given product. (1) Given the product CCOc1ccc(C[C@H](OC(C)C)C(=O)N2C(=O)OC[C@@H]2Cc2ccccc2)cc1, predict the reactants needed to synthesize it. The reactants are: CCOc1ccc([C@@H](O)[C@H](OC(C)C)C(=O)N2C(=O)OC[C@@H]2Cc2ccccc2)cc1. (2) Given the product CC1(C)OCC(COCc2ccccc2)CO1, predict the reactants needed to synthesize it. The reactants are: BrCc1ccccc1.CC1(C)OCC(CO)CO1. (3) Given the product Nc1ccc2c(c1)C(c1ccccn1)=CC(CF)(CF)O2, predict the reactants needed to synthesize it. The reactants are: O=[N+]([O-])c1ccc2c(c1)C(c1ccccn1)=CC(CF)(CF)O2. (4) Given the product COCc1nnc(NS(=O)(=O)c2ccc([N+](=O)[O-])cc2)s1, predict the reactants needed to synthesize it. The reactants are: COCc1nnc(N)s1.O=[N+]([O-])c1ccc(S(=O)(=O)Cl)cc1. (5) Given the product CCc1[nH]c2c(F)ccc(OCC(=O)OC)c2c(=O)c1Cc1cccc(S(C)(=O)=O)c1, predict the reactants needed to synthesize it. The reactants are: CCOC(=O)C(Cc1cccc(S(C)(=O)=O)c1)C(=O)CC.COC(=O)COc1ccc(F)c(N)c1. (6) Given the product COc1cccc(CCCC(=O)O)c1OC, predict the reactants needed to synthesize it. The reactants are: COc1cccc(C=CCC(=O)O)c1OC.